Task: Predict the reaction yield, written as a fraction of the theoretical maximum amount of product (1.0 means a 100% yield; for example, 0.34 means a 34% yield).. Dataset: Reaction yield outcomes from USPTO patents with 853,638 reactions (1) The reactants are Br[C:2]1[CH:11]=[CH:10][C:5]([C:6]([O:8][CH3:9])=[O:7])=[CH:4][N:3]=1.[CH:12]([B-](F)(F)F)=[CH2:13].[K+].CCN(CC)CC.C(Cl)Cl. The catalyst is CC(O)C.C1C=CC(P(C2C=CC=CC=2)[C-]2C=CC=C2)=CC=1.C1C=CC(P(C2C=CC=CC=2)[C-]2C=CC=C2)=CC=1.Cl[Pd]Cl.[Fe+2]. The product is [CH:12]([C:2]1[CH:11]=[CH:10][C:5]([C:6]([O:8][CH3:9])=[O:7])=[CH:4][N:3]=1)=[CH2:13]. The yield is 0.950. (2) The reactants are [ClH:1].O1CCOCC1.[CH3:8][O:9][C:10]([C:12]1[CH:13]=[CH:14][N:15]2[C:20]=1[C:19](=[O:21])[N:18]([CH2:22][C:23]1[CH:28]=[CH:27][CH:26]=[CH:25][CH:24]=1)[C:17]([CH:29]([N:32]([CH2:42][CH2:43][CH2:44][NH:45]C(OC(C)(C)C)=O)[C:33](=[O:41])[C:34]1[CH:39]=[CH:38][C:37]([CH3:40])=[CH:36][CH:35]=1)[CH2:30][CH3:31])=[N:16]2)=[O:11]. No catalyst specified. The product is [ClH:1].[CH3:8][O:9][C:10]([C:12]1[CH:13]=[CH:14][N:15]2[C:20]=1[C:19](=[O:21])[N:18]([CH2:22][C:23]1[CH:24]=[CH:25][CH:26]=[CH:27][CH:28]=1)[C:17]([CH:29]([N:32]([CH2:42][CH2:43][CH2:44][NH2:45])[C:33](=[O:41])[C:34]1[CH:35]=[CH:36][C:37]([CH3:40])=[CH:38][CH:39]=1)[CH2:30][CH3:31])=[N:16]2)=[O:11]. The yield is 0.720. (3) The reactants are B(Cl)(Cl)Cl.C([NH:9][S:10]([C:13]1[S:14][C:15]([C:18]2[N:23]=[C:22]([NH:24][C:25]3[CH:29]=[C:28]([CH:30]4[CH2:32][CH2:31]4)[NH:27][N:26]=3)[C:21]([C:33]#[CH:34])=[C:20]([CH3:35])[N:19]=2)=[CH:16][CH:17]=1)(=[O:12])=[O:11])(C)(C)C. The catalyst is C(Cl)Cl. The product is [CH:30]1([C:28]2[CH:29]=[C:25]([NH:24][C:22]3[C:21]([C:33]#[CH:34])=[C:20]([CH3:35])[N:19]=[C:18]([C:15]4[S:14][C:13]([S:10]([NH2:9])(=[O:12])=[O:11])=[CH:17][CH:16]=4)[N:23]=3)[NH:26][N:27]=2)[CH2:32][CH2:31]1. The yield is 0.875. (4) The reactants are Br[C:2]1[S:24][C:5]2[N:6]([CH2:22][CH3:23])[CH:7]=[C:8]([C:11]([NH:13][CH2:14][C:15]3[CH:20]=[CH:19][C:18]([Cl:21])=[CH:17][CH:16]=3)=[O:12])[C:9](=[O:10])[C:4]=2[CH:3]=1.[CH2:25]([OH:29])[CH2:26][C:27]#[CH:28]. The catalyst is C(NCC)C.[Cu](I)I.Cl[Pd](Cl)([P](C1C=CC=CC=1)(C1C=CC=CC=1)C1C=CC=CC=1)[P](C1C=CC=CC=1)(C1C=CC=CC=1)C1C=CC=CC=1. The product is [Cl:21][C:18]1[CH:19]=[CH:20][C:15]([CH2:14][NH:13][C:11]([C:8]2[C:9](=[O:10])[C:4]3[CH:3]=[C:2]([C:28]#[C:27][CH2:26][CH2:25][OH:29])[S:24][C:5]=3[N:6]([CH2:22][CH3:23])[CH:7]=2)=[O:12])=[CH:16][CH:17]=1. The yield is 0.640. (5) The reactants are Br[C:2]1[CH:3]=[C:4]([C:14]([NH:16][CH2:17][C:18]2[C:19](=[O:26])[NH:20][C:21]([CH3:25])=[CH:22][C:23]=2[CH3:24])=[O:15])[C:5]2[CH:10]=[N:9][N:8]([CH:11]([CH3:13])[CH3:12])[C:6]=2[N:7]=1.[OH:27][CH2:28][C:29]1[CH:30]=[C:31](B(O)O)[CH:32]=[CH:33][CH:34]=1.C([O-])([O-])=O.[Na+].[Na+].CCOC(C)=O. The catalyst is O1CCOCC1.O.C1C=CC([P]([Pd]([P](C2C=CC=CC=2)(C2C=CC=CC=2)C2C=CC=CC=2)([P](C2C=CC=CC=2)(C2C=CC=CC=2)C2C=CC=CC=2)[P](C2C=CC=CC=2)(C2C=CC=CC=2)C2C=CC=CC=2)(C2C=CC=CC=2)C2C=CC=CC=2)=CC=1. The product is [CH3:24][C:23]1[CH:22]=[C:21]([CH3:25])[NH:20][C:19](=[O:26])[C:18]=1[CH2:17][NH:16][C:14]([C:4]1[C:5]2[CH:10]=[N:9][N:8]([CH:11]([CH3:13])[CH3:12])[C:6]=2[N:7]=[C:2]([C:33]2[CH:32]=[CH:31][CH:30]=[C:29]([CH2:28][OH:27])[CH:34]=2)[CH:3]=1)=[O:15]. The yield is 0.807. (6) The reactants are [C:1]([O:4][C@@H:5]([C@:16]12[CH2:51][C:50](=[O:52])[C:49]([CH:53]([CH3:55])[CH3:54])=[C:17]1[C@@H:18]1[C@@:31]([CH3:34])([CH2:32][CH2:33]2)[C@@:30]2([CH3:35])[C@@H:21]([C@:22]3([CH3:48])[C@@H:27]([CH2:28][CH2:29]2)[C:26]([CH3:37])([CH3:36])[C@@H:25]([O:38][C:39](=[O:47])[CH2:40][C:41]([CH3:46])([CH3:45])[C:42]([OH:44])=[O:43])[CH2:24][CH2:23]3)[CH2:20][CH2:19]1)[CH2:6][NH:7][CH2:8][C:9]1[CH:14]=[CH:13][C:12]([Cl:15])=[CH:11][CH:10]=1)(=[O:3])[CH3:2].C=O.[BH3-][C:59]#N.[Na+]. The catalyst is CO. The product is [C:1]([O:4][C@@H:5]([C@:16]12[CH2:51][C:50](=[O:52])[C:49]([CH:53]([CH3:55])[CH3:54])=[C:17]1[C@@H:18]1[C@@:31]([CH3:34])([CH2:32][CH2:33]2)[C@@:30]2([CH3:35])[C@@H:21]([C@:22]3([CH3:48])[C@@H:27]([CH2:28][CH2:29]2)[C:26]([CH3:37])([CH3:36])[C@@H:25]([O:38][C:39](=[O:47])[CH2:40][C:41]([CH3:45])([CH3:46])[C:42]([OH:44])=[O:43])[CH2:24][CH2:23]3)[CH2:20][CH2:19]1)[CH2:6][N:7]([CH2:8][C:9]1[CH:10]=[CH:11][C:12]([Cl:15])=[CH:13][CH:14]=1)[CH3:59])(=[O:3])[CH3:2]. The yield is 0.650. (7) The reactants are [C:1]([O:9][C@@H:10]1[C@H:14]([CH2:15][O:16][C:17](=[O:24])[C:18]2[CH:23]=[CH:22][CH:21]=[CH:20][CH:19]=2)[O:13][C@H:12]([N:25]2[CH:33]=[N:32][C:31]3[C:26]2=[N:27][CH:28]=[N:29][C:30]=3[NH2:34])[CH2:11]1)(=[O:8])[C:2]1[CH:7]=[CH:6][CH:5]=[CH:4][CH:3]=1.[CH3:35][O:36][C:37]1[CH:56]=[CH:55][C:40]([C:41](Cl)([C:48]2[CH:53]=[CH:52][CH:51]=[CH:50][CH:49]=2)[C:42]2[CH:47]=[CH:46][CH:45]=[CH:44][CH:43]=2)=[CH:39][CH:38]=1.CO. The catalyst is N1C=CC=CC=1. The product is [CH3:35][O:36][C:37]1[CH:56]=[CH:55][C:40]([C:41]([NH:34][C:30]2[N:29]=[CH:28][N:27]=[C:26]3[C:31]=2[N:32]=[CH:33][N:25]3[C@H:12]2[O:13][C@@H:14]([CH2:15][O:16][C:17](=[O:24])[C:18]3[CH:23]=[CH:22][CH:21]=[CH:20][CH:19]=3)[C@@H:10]([O:9][C:1](=[O:8])[C:2]3[CH:3]=[CH:4][CH:5]=[CH:6][CH:7]=3)[CH2:11]2)([C:42]2[CH:43]=[CH:44][CH:45]=[CH:46][CH:47]=2)[C:48]2[CH:53]=[CH:52][CH:51]=[CH:50][CH:49]=2)=[CH:39][CH:38]=1. The yield is 0.720. (8) The reactants are [C:1]1([C:7]2[CH:12]=[C:11](B3OCC(C)(C)CO3)[CH:10]=[CH:9][C:8]=2[NH:21][C:22]([C:24]2[N:25]([CH2:31][O:32][CH2:33][CH2:34][Si:35]([CH3:38])([CH3:37])[CH3:36])[CH:26]=[C:27]([C:29]#[N:30])[N:28]=2)=[O:23])[CH2:6][CH2:5][CH2:4][CH2:3][CH:2]=1.Br[C:40]1[CH:41]=[CH:42][C:43]([NH2:46])=[N:44][CH:45]=1.C([O-])([O-])=O.[Na+].[Na+].CCOC(C)=O. The catalyst is O1CCOCC1.C1C=CC([P]([Pd]([P](C2C=CC=CC=2)(C2C=CC=CC=2)C2C=CC=CC=2)([P](C2C=CC=CC=2)(C2C=CC=CC=2)C2C=CC=CC=2)[P](C2C=CC=CC=2)(C2C=CC=CC=2)C2C=CC=CC=2)(C2C=CC=CC=2)C2C=CC=CC=2)=CC=1. The product is [NH2:46][C:43]1[N:44]=[CH:45][C:40]([C:11]2[CH:10]=[CH:9][C:8]([NH:21][C:22]([C:24]3[N:25]([CH2:31][O:32][CH2:33][CH2:34][Si:35]([CH3:36])([CH3:37])[CH3:38])[CH:26]=[C:27]([C:29]#[N:30])[N:28]=3)=[O:23])=[C:7]([C:1]3[CH2:6][CH2:5][CH2:4][CH2:3][CH:2]=3)[CH:12]=2)=[CH:41][CH:42]=1. The yield is 0.780.